Dataset: Forward reaction prediction with 1.9M reactions from USPTO patents (1976-2016). Task: Predict the product of the given reaction. (1) Given the reactants [N:1]1[C:8]([Cl:9])=[N:7][C:5]([Cl:6])=[N:4][C:2]=1Cl.C(=O)([O-])[O-].[K+].[K+].[Cl:16][C:17]1[CH:23]=[CH:22][C:20]([NH2:21])=[CH:19][CH:18]=1.C(OCC)(=O)C, predict the reaction product. The product is: [Cl:16][C:17]1[CH:23]=[CH:22][C:20]([NH:21][C:2]2[N:1]=[C:8]([Cl:9])[N:7]=[C:5]([Cl:6])[N:4]=2)=[CH:19][CH:18]=1. (2) Given the reactants C(OCC)(=O)CCC.CCC(O)CC.[C:15]([O:20][CH:21]([CH2:24][CH3:25])[CH2:22][CH3:23])(=[O:19])[CH2:16]CC, predict the reaction product. The product is: [C:15]([O:20][CH:21]([CH2:24][CH3:25])[CH2:22][CH3:23])(=[O:19])[CH3:16]. (3) Given the reactants [F:1][C:2]([F:18])([F:17])[C:3]1[CH:4]=[C:5]([CH:14]=[CH:15][CH:16]=1)[O:6][C:7]1[CH:12]=[CH:11][C:10]([OH:13])=[CH:9][CH:8]=1.[CH3:19][N:20]([C:24]1[CH:29]=[CH:28][CH:27]=[CH:26][CH:25]=1)[C:21](Cl)=[O:22], predict the reaction product. The product is: [F:1][C:2]([F:17])([F:18])[C:3]1[CH:4]=[C:5]([CH:14]=[CH:15][CH:16]=1)[O:6][C:7]1[CH:8]=[CH:9][C:10]([O:13][C:21](=[O:22])[N:20]([CH3:19])[C:24]2[CH:29]=[CH:28][CH:27]=[CH:26][CH:25]=2)=[CH:11][CH:12]=1. (4) Given the reactants [CH:1]1([CH2:4][O:5][C:6]2[CH:11]=[CH:10][C:9]([O:12][CH3:13])=[CH:8][C:7]=2[C:14]2[C:15]3[N:22]([CH2:23][O:24][CH2:25][CH2:26][Si:27]([CH3:30])([CH3:29])[CH3:28])[C:21]([CH3:31])=[C:20]([C:32]([OH:34])=O)[C:16]=3[N:17]=[CH:18][N:19]=2)[CH2:3][CH2:2]1.[NH2:35][C@H:36]1[CH2:41][CH2:40][C@H:39]([NH:42][C:43](=[O:49])[O:44][C:45]([CH3:48])([CH3:47])[CH3:46])[CH2:38][CH2:37]1, predict the reaction product. The product is: [C:45]([O:44][C:43](=[O:49])[NH:42][C@H:39]1[CH2:38][CH2:37][C@H:36]([NH:35][C:32]([C:20]2[C:16]3[N:17]=[CH:18][N:19]=[C:14]([C:7]4[CH:8]=[C:9]([O:12][CH3:13])[CH:10]=[CH:11][C:6]=4[O:5][CH2:4][CH:1]4[CH2:2][CH2:3]4)[C:15]=3[N:22]([CH2:23][O:24][CH2:25][CH2:26][Si:27]([CH3:28])([CH3:29])[CH3:30])[C:21]=2[CH3:31])=[O:34])[CH2:41][CH2:40]1)([CH3:48])([CH3:46])[CH3:47]. (5) Given the reactants [NH2:1][C:2]1[CH:7]=[CH:6][C:5]([Br:8])=[CH:4][N:3]=1.Cl[CH2:10][CH:11]=O.C(=O)(O)[O-].[Na+], predict the reaction product. The product is: [Br:8][C:5]1[CH:6]=[CH:7][C:2]2[N:3]([CH:10]=[CH:11][N:1]=2)[CH:4]=1. (6) Given the reactants [N:1]([C:4]1[S:5][C:6]([CH3:19])=[C:7]([C:13]2[CH:18]=[CH:17][CH:16]=[CH:15][CH:14]=2)[C:8]=1[C:9]([O:11]C)=O)=[C:2]=[S:3].[CH3:20][C:21]1[N:25]([CH2:26][CH2:27][CH2:28][NH2:29])[CH:24]=[N:23][CH:22]=1, predict the reaction product. The product is: [CH3:19][C:6]1[S:5][C:4]2[NH:1][C:2](=[S:3])[N:29]([CH2:28][CH2:27][CH2:26][N:25]3[C:21]([CH3:20])=[CH:22][N:23]=[CH:24]3)[C:9](=[O:11])[C:8]=2[C:7]=1[C:13]1[CH:18]=[CH:17][CH:16]=[CH:15][CH:14]=1.